This data is from Catalyst prediction with 721,799 reactions and 888 catalyst types from USPTO. The task is: Predict which catalyst facilitates the given reaction. (1) Reactant: [CH3:1][O:2][C:3]1[CH:8]=[CH:7][C:6]([C:9]2[C:10](=[O:16])[NH:11][C:12](=[S:15])[NH:13][N:14]=2)=[CH:5][CH:4]=1.I[CH3:18]. Product: [CH3:1][O:2][C:3]1[CH:4]=[CH:5][C:6]([C:9]2[C:10](=[O:16])[N:11]=[C:12]([S:15][CH3:18])[NH:13][N:14]=2)=[CH:7][CH:8]=1. The catalyst class is: 74. (2) Reactant: F[C:2]1[CH:7]=[C:6](F)[CH:5]=[CH:4][C:3]=1[N+:9]([O-:11])=[O:10].C([O-])([O-])=O.[K+].[K+].[N:18]1[CH:23]=[CH:22][CH:21]=[C:20]([CH2:24][NH2:25])[CH:19]=1.[CH3:26][S-:27].[Na+]. Product: [CH3:26][S:27][C:6]1[CH:5]=[CH:4][C:3]([N+:9]([O-:11])=[O:10])=[C:2]([CH:7]=1)[NH:25][CH2:24][C:20]1[CH:19]=[N:18][CH:23]=[CH:22][CH:21]=1. The catalyst class is: 16. (3) Reactant: [NH2:1][C:2]1[O:3][C@H:4]2[C@@H:6]([C@:7]([C:12]3[CH:13]=[C:14]([NH:19][C:20]([C:22]4[N:27]=[CH:26][C:25]([N:28](C)[C:29](=O)OC(C)(C)C)=[CH:24][N:23]=4)=[O:21])[CH:15]=[CH:16][C:17]=3[F:18])([CH:9]([F:11])[F:10])[N:8]=1)[CH2:5]2.[ClH:37].O. Product: [ClH:37].[ClH:37].[NH2:1][C:2]1[O:3][C@H:4]2[C@@H:6]([C@:7]([C:12]3[CH:13]=[C:14]([NH:19][C:20]([C:22]4[N:27]=[CH:26][C:25]([NH:28][CH3:29])=[CH:24][N:23]=4)=[O:21])[CH:15]=[CH:16][C:17]=3[F:18])([CH:9]([F:11])[F:10])[N:8]=1)[CH2:5]2. The catalyst class is: 12. (4) Reactant: [S:1]1[CH:5]=[CH:4][N:3]=[C:2]1[N:6]1[CH2:11][CH2:10][NH:9][CH2:8][CH2:7]1.C(N(CC)CC)C.[C:19](O[C:19]([O:21][C:22]([CH3:25])([CH3:24])[CH3:23])=[O:20])([O:21][C:22]([CH3:25])([CH3:24])[CH3:23])=[O:20].O. Product: [C:22]([O:21][C:19]([N:9]1[CH2:8][CH2:7][N:6]([C:2]2[S:1][CH:5]=[CH:4][N:3]=2)[CH2:11][CH2:10]1)=[O:20])([CH3:25])([CH3:24])[CH3:23]. The catalyst class is: 840.